From a dataset of Reaction yield outcomes from USPTO patents with 853,638 reactions. Predict the reaction yield, written as a fraction of the theoretical maximum amount of product (1.0 means a 100% yield; for example, 0.34 means a 34% yield). The reactants are [CH3:1][O:2][CH2:3][CH2:4][CH2:5][O:6][C:7]1[CH:8]=[C:9]([CH:29]=[CH:30][C:31]=1[O:32][CH3:33])[CH2:10][C@H:11]([CH:26]([CH3:28])[CH3:27])[CH2:12][C@H:13]([NH:18][C:19](=[O:25])[O:20][C:21]([CH3:24])([CH3:23])[CH3:22])[C@@H:14]([OH:17])[CH2:15][NH2:16].[N:34]1([C:40](Cl)=[O:41])[CH2:39][CH2:38][CH2:37][CH2:36][CH2:35]1. The catalyst is CC#N.CCN(CC)CC. The product is [CH3:1][O:2][CH2:3][CH2:4][CH2:5][O:6][C:7]1[CH:8]=[C:9]([CH:29]=[CH:30][C:31]=1[O:32][CH3:33])[CH2:10][C@H:11]([CH:26]([CH3:28])[CH3:27])[CH2:12][C@H:13]([NH:18][C:19]([O:20][C:21]([CH3:24])([CH3:23])[CH3:22])=[O:25])[C@@H:14]([OH:17])[CH2:15][NH:16][C:40]([N:34]1[CH2:39][CH2:38][CH2:37][CH2:36][CH2:35]1)=[O:41]. The yield is 0.760.